Dataset: CYP2D6 substrate classification data from Carbon-Mangels et al.. Task: Regression/Classification. Given a drug SMILES string, predict its absorption, distribution, metabolism, or excretion properties. Task type varies by dataset: regression for continuous measurements (e.g., permeability, clearance, half-life) or binary classification for categorical outcomes (e.g., BBB penetration, CYP inhibition). Dataset: cyp2d6_substrate_carbonmangels. The drug is Cn1c(=O)c2c(ncn2C)n(C)c1=O. The result is 1 (substrate).